Task: Regression. Given a peptide amino acid sequence and an MHC pseudo amino acid sequence, predict their binding affinity value. This is MHC class II binding data.. Dataset: Peptide-MHC class II binding affinity with 134,281 pairs from IEDB (1) The peptide sequence is VTIMAILCVPNAVIL. The MHC is DRB1_0802 with pseudo-sequence DRB1_0802. The binding affinity (normalized) is 0.804. (2) The peptide sequence is RQEKWMTGRMGERQL. The MHC is HLA-DQA10201-DQB10303 with pseudo-sequence HLA-DQA10201-DQB10303. The binding affinity (normalized) is 0.310.